This data is from Forward reaction prediction with 1.9M reactions from USPTO patents (1976-2016). The task is: Predict the product of the given reaction. (1) Given the reactants [Br-].[C:2]1([CH2:8][CH2:9][CH2:10][P+](C2C=CC=CC=2)(C2C=CC=CC=2)C2C=CC=CC=2)[CH:7]=[CH:6][CH:5]=[CH:4][CH:3]=1.[CH3:30][O:31][C:32]1[CH:39]=[CH:38][CH:37]=[CH:36][C:33]=1[CH:34]=O, predict the reaction product. The product is: [CH3:30][O:31][C:32]1[CH:39]=[CH:38][CH:37]=[CH:36][C:33]=1[CH:34]=[CH:10][CH2:9][CH2:8][C:2]1[CH:3]=[CH:4][CH:5]=[CH:6][CH:7]=1. (2) Given the reactants [CH3:1][C:2]1[CH:7]=[CH:6][N:5]=[C:4]([CH2:8]O)[N:3]=1.S(Cl)([Cl:12])=O, predict the reaction product. The product is: [Cl:12][CH2:8][C:4]1[N:3]=[C:2]([CH3:1])[CH:7]=[CH:6][N:5]=1.